Dataset: Full USPTO retrosynthesis dataset with 1.9M reactions from patents (1976-2016). Task: Predict the reactants needed to synthesize the given product. (1) Given the product [CH3:1][O:2][C:3](=[O:13])[C:4]1[CH:9]=[C:8]([O:10][CH3:11])[N:7]=[C:6]([CH:4]([CH2:9][CH3:8])[CH2:5][CH3:6])[CH:5]=1, predict the reactants needed to synthesize it. The reactants are: [CH3:1][O:2][C:3](=[O:13])[C:4]1[CH:9]=[C:8]([O:10][CH3:11])[N:7]=[C:6](Cl)[CH:5]=1. (2) Given the product [Cl:16][C:17]1[CH:22]=[CH:21][CH:20]=[CH:19][C:18]=1[C:23]1[N:24]([CH2:2][C:3]2[C:12]3[C:7](=[C:8]([F:14])[C:9]([F:13])=[CH:10][CH:11]=3)[NH:6][C:5](=[O:15])[CH:4]=2)[C:25]2[CH:31]=[CH:30][CH:29]=[CH:28][C:26]=2[N:27]=1, predict the reactants needed to synthesize it. The reactants are: Br[CH2:2][C:3]1[C:12]2[C:7](=[C:8]([F:14])[C:9]([F:13])=[CH:10][CH:11]=2)[NH:6][C:5](=[O:15])[CH:4]=1.[Cl:16][C:17]1[CH:22]=[CH:21][CH:20]=[CH:19][C:18]=1[C:23]1[NH:27][C:26]2[CH:28]=[CH:29][CH:30]=[CH:31][C:25]=2[N:24]=1. (3) Given the product [Cl:1][C:2]1[CH:7]=[CH:6][C:5]([CH2:12][NH:13][C:14](=[O:19])[C:15]([F:18])([F:17])[F:16])=[CH:4][C:3]=1[N+:8]([O-:10])=[O:9], predict the reactants needed to synthesize it. The reactants are: [Cl:1][C:2]1[CH:7]=[CH:6][CH:5]=[CH:4][C:3]=1[N+:8]([O-:10])=[O:9].O[CH2:12][NH:13][C:14](=[O:19])[C:15]([F:18])([F:17])[F:16]. (4) Given the product [CH:13]([C:16]1[CH:22]=[CH:21][C:19]([NH:20][CH2:7][C:6]2[CH:9]=[CH:10][C:3]([C:2]([F:12])([F:11])[F:1])=[CH:4][CH:5]=2)=[CH:18][CH:17]=1)([CH3:15])[CH3:14], predict the reactants needed to synthesize it. The reactants are: [F:1][C:2]([F:12])([F:11])[C:3]1[CH:10]=[CH:9][C:6]([CH:7]=O)=[CH:5][CH:4]=1.[CH:13]([C:16]1[CH:22]=[CH:21][C:19]([NH2:20])=[CH:18][CH:17]=1)([CH3:15])[CH3:14]. (5) Given the product [NH2:1][C:2]1[CH:3]=[C:4]([C:5]([N:46]2[CH2:45][CH:44]([C:41]3[CH:42]=[CH:43][C:38]([Br:37])=[CH:39][CH:40]=3)[CH2:47]2)=[O:7])[CH:8]=[CH:9][C:10]=1[CH3:11], predict the reactants needed to synthesize it. The reactants are: [NH2:1][C:2]1[CH:3]=[C:4]([CH:8]=[CH:9][C:10]=1[CH3:11])[C:5]([OH:7])=O.CN(C(ON1N=NC2C=CC=CC1=2)=[N+](C)C)C.F[P-](F)(F)(F)(F)F.Cl.[Br:37][C:38]1[CH:43]=[CH:42][C:41]([CH:44]2[CH2:47][NH:46][CH2:45]2)=[CH:40][CH:39]=1.CCN(C(C)C)C(C)C. (6) The reactants are: [CH3:1][O:2][C:3]([C@@H:5]1[CH2:9][C@@H:8]([S:10]([C:13]2[CH:18]=[CH:17][CH:16]=[CH:15][CH:14]=2)(=[O:12])=[O:11])[CH2:7][N:6]1[C:19](=S)[CH2:20][C:21](=O)[CH3:22])=[O:4].[Cl:25][C:26]1[CH:31]=[C:30]([NH:32][NH2:33])[CH:29]=[CH:28][N:27]=1. Given the product [CH3:1][O:2][C:3]([C@@H:5]1[CH2:9][C@@H:8]([S:10]([C:13]2[CH:18]=[CH:17][CH:16]=[CH:15][CH:14]=2)(=[O:12])=[O:11])[CH2:7][N:6]1[C:19]1[N:32]([C:30]2[CH:29]=[CH:28][N:27]=[C:26]([Cl:25])[CH:31]=2)[N:33]=[C:21]([CH3:22])[CH:20]=1)=[O:4], predict the reactants needed to synthesize it.